From a dataset of Forward reaction prediction with 1.9M reactions from USPTO patents (1976-2016). Predict the product of the given reaction. The product is: [CH3:1][C:2]1[C:6]([CH:7]([OH:22])[C:8]2[O:9][C:10]3[C:16]([F:17])=[CH:15][C:14]([CH2:18][C:19]([NH:33][C@H:32]([C:26]4[CH:27]=[CH:28][C:29]([CH3:31])=[CH:30][C:25]=4[CH3:24])[C:34]4[CH:35]=[CH:36][CH:37]=[CH:38][CH:39]=4)=[O:20])=[CH:13][C:11]=3[CH:12]=2)=[C:5]([CH3:23])[O:4][N:3]=1. Given the reactants [CH3:1][C:2]1[C:6]([CH:7]([OH:22])[C:8]2[O:9][C:10]3[C:16]([F:17])=[CH:15][C:14]([CH2:18][C:19](O)=[O:20])=[CH:13][C:11]=3[CH:12]=2)=[C:5]([CH3:23])[O:4][N:3]=1.[CH3:24][C:25]1[CH:30]=[C:29]([CH3:31])[CH:28]=[CH:27][C:26]=1[C@H:32]([C:34]1[CH:39]=[CH:38][CH:37]=[CH:36][CH:35]=1)[NH2:33].C(OCC#N)(C)C, predict the reaction product.